The task is: Regression. Given two drug SMILES strings and cell line genomic features, predict the synergy score measuring deviation from expected non-interaction effect.. This data is from NCI-60 drug combinations with 297,098 pairs across 59 cell lines. (1) Drug 1: CC(C)NC(=O)C1=CC=C(C=C1)CNNC.Cl. Drug 2: C1CNP(=O)(OC1)N(CCCl)CCCl. Cell line: SF-268. Synergy scores: CSS=-1.82, Synergy_ZIP=2.11, Synergy_Bliss=4.23, Synergy_Loewe=-1.99, Synergy_HSA=-1.85. (2) Synergy scores: CSS=4.23, Synergy_ZIP=0.0370, Synergy_Bliss=3.73, Synergy_Loewe=0.220, Synergy_HSA=1.30. Drug 1: CC12CCC(CC1=CCC3C2CCC4(C3CC=C4C5=CN=CC=C5)C)O. Drug 2: CNC(=O)C1=CC=CC=C1SC2=CC3=C(C=C2)C(=NN3)C=CC4=CC=CC=N4. Cell line: HCC-2998. (3) Drug 1: CC1=CC=C(C=C1)C2=CC(=NN2C3=CC=C(C=C3)S(=O)(=O)N)C(F)(F)F. Drug 2: CC(C)CN1C=NC2=C1C3=CC=CC=C3N=C2N. Cell line: PC-3. Synergy scores: CSS=1.73, Synergy_ZIP=-1.35, Synergy_Bliss=-1.46, Synergy_Loewe=-0.354, Synergy_HSA=-0.878. (4) Drug 1: C1CN1P(=S)(N2CC2)N3CC3. Drug 2: CN(C(=O)NC(C=O)C(C(C(CO)O)O)O)N=O. Cell line: PC-3. Synergy scores: CSS=7.59, Synergy_ZIP=-3.47, Synergy_Bliss=1.94, Synergy_Loewe=-11.7, Synergy_HSA=0.505.